Task: Binary Classification. Given a miRNA mature sequence and a target amino acid sequence, predict their likelihood of interaction.. Dataset: Experimentally validated miRNA-target interactions with 360,000+ pairs, plus equal number of negative samples (1) The protein sequence of the target gene is MDVLPMCSIFQELQIVHETGYFSALPSLEEYWQQTCLELERYLQSEPCYVSASEIKFDSQEDLWTKIILAREKKEESELKISSSPPEDTLISPSFCYNLETNSLNSDVSSESSDSSEELSPTAKFTSDPIGEVLVSSGKLSSSVTSTPPSSPELSREPSQLWGCVPGELPSPGKVRSGTSGKPGDKGNGDASPDGRRRVHRCHFNGCRKVYTKSSHLKAHQRTHTGEKPYRCSWEGCEWRFARSDELTRHFRKHTGAKPFKCSHCDRCFSRSDHLALHMKRHL. Result: 1 (interaction). The miRNA is hsa-miR-4796-3p with sequence UAAAGUGGCAGAGUAUAGACAC. (2) The protein sequence of the target gene is MSKGLPEARTDTAMSELVPEPRPKPAVPMKPVSINSNLLGCIGIDTIIEQMRKKTMKTGFDFNIMVVGQSGLGKSTLVNTLFKSQVSRKASSWNREEKIPKTVEIKAIGHVIEEGGVKMKLTVIDTPGFGDQINNENCWEPIEKYINEQYEKFLKEEVNIARKKRIPDTRVHCCLYFISPTGHSLRPLDLEFMKHLSKVVNVIPVIAKADTMTLEEKSEFKQRVRKELEVNGIEFYPQKEFDEDLEDKTENDKIRQESMPFAVVGSDKEYQVNGKRVLGRKTPWGIIEVENLNHCEFALL.... Result: 0 (no interaction). The miRNA is hsa-miR-1295b-5p with sequence CACCCAGAUCUGCGGCCUAAU. (3) The miRNA is cel-miR-356a with sequence UUGAGCAACGCGAACAAAUCA. The protein sequence of the target gene is MMSMNSKQPHFAMHPTLPEHKYPSLHSSSEAIRRACLPTPPLQSNLFASLDETLLARAEALAAVDIAVSQGKSHPFKPDATYHTMNSVPCTSTSTVPLAHHHHHHHHHQALEPGDLLDHISSPSLALMAGAGGAGAAGGGGGAHDGPGGGGGPGGGGGPGGGGPGGGGGGGGPGGGGGGPGGGLLGGSAHPHPHMHGLGHLSHPAAAAAMNMPSGLPHPGLVAAAAHHGAAAAAAAAAAGQVAAASAAAAVVGAAGLASICDSDTDPRELEAFAERFKQRRIKLGVTQADVGSALANLKI.... Result: 0 (no interaction). (4) The miRNA is hsa-miR-128-2-5p with sequence GGGGGCCGAUACACUGUACGAGA. The protein sequence of the target gene is MGLYAAAAGVLAGVESRQGSIKGLVYSSNFQNVKQLYALVCETQRYSAVLDAVIASAGLLRAEKKLRPHLAKVLVYELLLGKGFRGGGGRWKALLGRHQARLKAELARLKVHRGVSRNEDLLEVGSRPGPASQLPRFVRVNTLKTCSDDVVDYFKRQGFSYQGRASSLDDLRALKGKHFLLDPLMPELLVFPAQTDLHEHPLYRAGHLILQDRASCLPAMLLDPPPGSHVIDACAAPGNKTSHLAALLKNQGKIFAFDLDAKRLASMATLLARAGVSCCELAEEDFLAVSPSDPRYHEVH.... Result: 0 (no interaction). (5) The miRNA is hsa-miR-4314 with sequence CUCUGGGAAAUGGGACAG. The protein sequence of the target gene is MKCLVTGGNVKVLGKAVHSLSRIGDELYLEPLEDGLSLRTVNSSRSAYACFLFAPLFFQQYQAATPGQDLLRCKILMKSFLSVFRSLAMLEKTVEKCCISLNGRSSRLVVQLHCKFGVRKTHNLSFQDCESLQAVFDPASCPHMLRAPARVLGEAVLPFSPALAEVTLGIGRGRRVILRSYHEEEADSTAKAMVTEMCLGEEDFQQLQAQEGVAITFCLKEFRGLLSFAESANLNLSIHFDAPGRPAIFTIKDSLLDGHFVLATLSDTDSHSQDLGSPERHQPVPQLQAHSTPHPDDFAN.... Result: 0 (no interaction). (6) The miRNA is hsa-miR-6716-3p with sequence UCCGAACUCUCCAUUCCUCUGC. The protein sequence of the target gene is MAAVKEPLEFHAKRPWRPEEAVEDPDEEDEDNTSEAENGFSLEEVLRLGGTKQDYLMLATLDENEEVIDGGKKGAIDDLQQGELEAFIQNLNLAKYTKASLVEEDEPAEKENSSKKEVKIPKINNKNTAESQRTSVNKVKNKNRPEPHSDENGSTTPKVKKDKQNIFEFFERQTLLLRPGGKWYDLEYSNEYSLKPQPQDVVSKYKTLAQKLYQHEINLFKSKTNSQKGASSTWMKAIVSSGTLGDRMAAMILLIQDDAVHTLQFVETLVNLVKKKGSKQQCLMALDTFKELLITDLLPD.... Result: 0 (no interaction).